Dataset: Reaction yield outcomes from USPTO patents with 853,638 reactions. Task: Predict the reaction yield, written as a fraction of the theoretical maximum amount of product (1.0 means a 100% yield; for example, 0.34 means a 34% yield). (1) The reactants are [C:1]([N:8]1[CH2:15][CH2:14][CH2:13][C@H:9]1[C:10]([OH:12])=[O:11])([O:3][C:4]([CH3:7])([CH3:6])[CH3:5])=[O:2].C(N(CC)CC)C.ClC(OCC)=O.[CH2:29]([O:36][C:37](=[O:52])[C@H:38]([CH2:40][CH2:41][C:42]([O:44][CH2:45][C:46]1[CH:51]=[CH:50][CH:49]=[CH:48][CH:47]=1)=[O:43])[NH2:39])[C:30]1[CH:35]=[CH:34][CH:33]=[CH:32][CH:31]=1.C(O)(=O)CC(CC(O)=O)(C(O)=O)O. The catalyst is ClCCl.C(=O)(O)[O-].[Na+]. The product is [C:1]([N:8]1[CH2:15][CH2:14][CH2:13][C@H:9]1[C:10]([OH:12])=[O:11])([O:3][C:4]([CH3:7])([CH3:6])[CH3:5])=[O:2].[CH2:29]([O:36][C:37](=[O:52])[C@H:38]([CH2:40][CH2:41][C:42]([O:44][CH2:45][C:46]1[CH:51]=[CH:50][CH:49]=[CH:48][CH:47]=1)=[O:43])[NH2:39])[C:30]1[CH:31]=[CH:32][CH:33]=[CH:34][CH:35]=1. The yield is 0.950. (2) The reactants are C[O:2][C:3]([C:5]1[CH:10]=[CH:9][C:8]([OH:11])=[CH:7][N:6]=1)=[O:4].C(=O)([O-])[O-].[Cs+].[Cs+].FC(F)(F)S(O[CH2:24][CH:25]([F:27])[F:26])(=O)=O.[Li+].[OH-].Cl. The catalyst is C(OCC)(=O)C.C1COCC1.CN(C=O)C. The product is [F:26][CH:25]([F:27])[CH2:24][O:11][C:8]1[CH:9]=[CH:10][C:5]([C:3]([OH:2])=[O:4])=[N:6][CH:7]=1. The yield is 0.860. (3) The reactants are [C:1]([O:5][C:6]([N:8]1[C@@H:12](/[CH:13]=[CH:14]/[C:15]2[CH:16]=[N:17][C:18]([Cl:21])=[CH:19][CH:20]=2)[CH2:11][O:10][C:9]1([CH3:23])[CH3:22])=[O:7])([CH3:4])([CH3:3])[CH3:2]. The catalyst is CO.[Pt]. The product is [C:1]([O:5][C:6]([N:8]1[C@@H:12]([CH2:13][CH2:14][C:15]2[CH:16]=[N:17][C:18]([Cl:21])=[CH:19][CH:20]=2)[CH2:11][O:10][C:9]1([CH3:23])[CH3:22])=[O:7])([CH3:4])([CH3:2])[CH3:3]. The yield is 0.940. (4) The catalyst is O1CCOCC1.Cl[Pd](Cl)([P](C1C=CC=CC=1)(C1C=CC=CC=1)C1C=CC=CC=1)[P](C1C=CC=CC=1)(C1C=CC=CC=1)C1C=CC=CC=1. The product is [F:1][C:2]([F:21])([F:20])[C:3]([OH:31])=[O:4].[F:22][C@H:23]([CH2:34][CH2:35][C:36]1[N:37]=[N:38][C:39]([NH:19][C:17](=[O:18])[CH2:16][C:12]2[CH:11]=[C:10]([O:9][CH:7]3[CH2:6][CH:5]([O:4][CH2:3][C:2]([F:1])([F:20])[F:21])[CH2:8]3)[CH:15]=[CH:14][N:13]=2)=[CH:40][CH:41]=1)[CH2:24][N:25]1[CH:29]=[C:28]([C:30]([NH:32][CH3:33])=[O:31])[N:27]=[N:26]1. The yield is 0.190. The reactants are [F:1][C:2]([F:21])([F:20])[CH2:3][O:4][CH:5]1[CH2:8][CH:7]([O:9][C:10]2[CH:15]=[CH:14][N:13]=[C:12]([CH2:16][C:17]([NH2:19])=[O:18])[CH:11]=2)[CH2:6]1.[F:22][C@H:23]([CH2:34][CH2:35][C:36]1[N:37]=[N:38][C:39](I)=[CH:40][CH:41]=1)[CH2:24][N:25]1[CH:29]=[C:28]([C:30]([NH:32][CH3:33])=[O:31])[N:27]=[N:26]1.CC1(C)C2C(=C(P(C3C=CC=CC=3)C3C=CC=CC=3)C=CC=2)OC2C(P(C3C=CC=CC=3)C3C=CC=CC=3)=CC=CC1=2.C([O-])([O-])=O.[Cs+].[Cs+]. (5) The reactants are [CH2:1]([O:8][CH:9]([CH2:20][N:21](C(OC(C)(C)C)=O)[CH3:22])[CH2:10][N:11](C(OC(C)(C)C)=O)[CH3:12])[C:2]1[CH:7]=[CH:6][CH:5]=[CH:4][CH:3]=1.Cl.C(OCC)(=O)C.N.CO. The catalyst is C(Cl)Cl. The product is [CH2:1]([O:8][CH:9]([CH2:20][NH:21][CH3:22])[CH2:10][NH:11][CH3:12])[C:2]1[CH:7]=[CH:6][CH:5]=[CH:4][CH:3]=1. The yield is 0.980. (6) The catalyst is C1COCC1. The product is [F:1][C:2]1[CH:7]=[C:6]([S:8][CH3:9])[CH:5]=[CH:4][C:3]=1[NH:10][C:11]1[C:12]([C:19]([NH:29][O:28][CH2:27][CH2:26][O:25][CH:23]=[CH2:24])=[O:21])=[N:13][N:14]([CH3:18])[C:15](=[O:17])[CH:16]=1. The reactants are [F:1][C:2]1[CH:7]=[C:6]([S:8][CH3:9])[CH:5]=[CH:4][C:3]=1[NH:10][C:11]1[C:12]([C:19]([O:21]C)=O)=[N:13][N:14]([CH3:18])[C:15](=[O:17])[CH:16]=1.[CH:23]([O:25][CH2:26][CH2:27][O:28][NH2:29])=[CH2:24].[Li+].C[Si]([N-][Si](C)(C)C)(C)C. The yield is 0.990. (7) The reactants are C([O:3][C:4](=[O:33])[CH2:5][NH:6][C:7]([C:9]1[C:14](=[O:15])[N:13]([CH2:16][C:17]2[CH:22]=[CH:21][CH:20]=[CH:19][C:18]=2[C:23]([F:26])([F:25])[F:24])[C:12]([OH:27])=[C:11]([C:28]([O:30]C)=O)[C:10]=1[OH:32])=[O:8])C.[NH2:34][CH2:35][C:36]1[CH:41]=[CH:40][N:39]=[CH:38][CH:37]=1. The catalyst is Cl. The product is [OH:32][C:10]1[C:11]([C:28]([NH:34][CH2:35][C:36]2[CH:41]=[CH:40][N:39]=[CH:38][CH:37]=2)=[O:30])=[C:12]([OH:27])[N:13]([CH2:16][C:17]2[CH:22]=[CH:21][CH:20]=[CH:19][C:18]=2[C:23]([F:25])([F:24])[F:26])[C:14](=[O:15])[C:9]=1[C:7]([NH:6][CH2:5][C:4]([OH:3])=[O:33])=[O:8]. The yield is 0.150. (8) The reactants are C(Cl)(=O)C(Cl)=O.[N:7]1[CH:12]=[CH:11][C:10]([CH2:13][CH:14]([CH3:18])[C:15](O)=[O:16])=[CH:9][CH:8]=1.[NH3:19]. The catalyst is C(Cl)Cl. The product is [N:7]1[CH:12]=[CH:11][C:10]([CH2:13][CH:14]([CH3:18])[C:15]([NH2:19])=[O:16])=[CH:9][CH:8]=1. The yield is 0.929.